Dataset: Forward reaction prediction with 1.9M reactions from USPTO patents (1976-2016). Task: Predict the product of the given reaction. Given the reactants [F:1][C:2]1[C:10]2[C:5](=[C:6]([N:11]([CH3:20])[S:12]([C:15]3[S:16][CH:17]=[CH:18][CH:19]=3)(=[O:14])=[O:13])[CH:7]=[CH:8][CH:9]=2)[NH:4][C:3]=1[C:21]1[S:22][CH:23]([CH2:26][C:27]([OH:29])=O)[CH2:24][N:25]=1.Cl.C([N:33]=C=NCCCN(C)C)C.O.ON1C2C=CC=CC=2N=N1.N, predict the reaction product. The product is: [F:1][C:2]1[C:10]2[C:5](=[C:6]([N:11]([CH3:20])[S:12]([C:15]3[S:16][CH:17]=[CH:18][CH:19]=3)(=[O:13])=[O:14])[CH:7]=[CH:8][CH:9]=2)[NH:4][C:3]=1[C:21]1[S:22][CH:23]([CH2:26][C:27]([NH2:33])=[O:29])[CH2:24][N:25]=1.